Task: Regression. Given a peptide amino acid sequence and an MHC pseudo amino acid sequence, predict their binding affinity value. This is MHC class II binding data.. Dataset: Peptide-MHC class II binding affinity with 134,281 pairs from IEDB (1) The peptide sequence is LVLDFCDDALIEGIT. The MHC is HLA-DQA10102-DQB10602 with pseudo-sequence HLA-DQA10102-DQB10602. The binding affinity (normalized) is 0.825. (2) The peptide sequence is GANYFLQISRVNDLN. The MHC is DRB1_0405 with pseudo-sequence DRB1_0405. The binding affinity (normalized) is 0.647. (3) The peptide sequence is NPDILRVYANLGERV. The MHC is DRB5_0101 with pseudo-sequence DRB5_0101. The binding affinity (normalized) is 0.163. (4) The peptide sequence is PASWKNNRIWLQFAK. The MHC is DRB1_0405 with pseudo-sequence DRB1_0405. The binding affinity (normalized) is 0.417.